From a dataset of Reaction yield outcomes from USPTO patents with 853,638 reactions. Predict the reaction yield, written as a fraction of the theoretical maximum amount of product (1.0 means a 100% yield; for example, 0.34 means a 34% yield). (1) The yield is 0.820. The reactants are [Si:1]([O:8][CH2:9][C:10]([C:12]1[CH:17]=[CH:16][C:15]([N+:18]([O-])=O)=[CH:14][CH:13]=1)=[O:11])([C:4]([CH3:7])([CH3:6])[CH3:5])([CH3:3])[CH3:2].[Cl-].[NH4+]. The catalyst is CO.[Zn]. The product is [NH2:18][C:15]1[CH:16]=[CH:17][C:12]([C:10](=[O:11])[CH2:9][O:8][Si:1]([C:4]([CH3:6])([CH3:5])[CH3:7])([CH3:3])[CH3:2])=[CH:13][CH:14]=1. (2) The reactants are C([N:5]1[C:9]([NH:10]C(=O)C(F)(F)F)=[C:8]([C:17]2[CH:22]=[C:21]([Cl:23])[CH:20]=[CH:19][C:18]=2[O:24][C:25]2[CH:30]=[CH:29][C:28]([S:31]([N:34](CC3C=CC(OC)=CC=3OC)[C:35]3[S:39][N:38]=[CH:37][N:36]=3)(=[O:33])=[O:32])=[CH:27][C:26]=2[C:51]#[N:52])[CH:7]=[N:6]1)(C)(C)C.Cl. The catalyst is CO. The product is [NH2:10][C:9]1[NH:5][N:6]=[CH:7][C:8]=1[C:17]1[CH:22]=[C:21]([Cl:23])[CH:20]=[CH:19][C:18]=1[O:24][C:25]1[CH:30]=[CH:29][C:28]([S:31]([NH:34][C:35]2[S:39][N:38]=[CH:37][N:36]=2)(=[O:32])=[O:33])=[CH:27][C:26]=1[C:51]#[N:52]. The yield is 0.590. (3) The reactants are [OH:1][C:2]1[CH:9]=[CH:8][C:5]([CH:6]=[O:7])=[CH:4][CH:3]=1.[CH:10]([O:12][CH2:13][CH3:14])=[CH2:11].Cl.C([O-])([O-])=O.[Na+].[Na+]. The catalyst is C(OCC)(=O)C. The product is [CH2:10]([O:12][CH2:13][CH2:14][O:1][C:2]1[CH:9]=[CH:8][C:5]([CH:6]=[O:7])=[CH:4][CH:3]=1)[CH3:11]. The yield is 0.500. (4) The reactants are [CH3:1][Si:2]([CH3:9])([CH3:8])N1C=CN=C1.[Br:10][C:11]1[CH:12]=[C:13]([C:17]([OH:22])([CH2:20][CH3:21])[CH2:18][CH3:19])[CH:14]=[CH:15][CH:16]=1. The catalyst is O1CCCC1. The product is [Br:10][C:11]1[CH:12]=[C:13]([C:17]([CH2:18][CH3:19])([O:22][Si:2]([CH3:1])([CH3:8])[CH3:9])[CH2:20][CH3:21])[CH:14]=[CH:15][CH:16]=1. The yield is 0.590. (5) The reactants are [C:1]1(B(O)O)[CH:6]=[CH:5][CH:4]=[CH:3][CH:2]=1.Cl[C:11]1[C:15]([N+:16]([O-:18])=[O:17])=[CH:14][N:13]([C:19]2[CH:20]=[N:21][CH:22]=[CH:23][CH:24]=2)[N:12]=1.C(O)C.C(=O)([O-])[O-].[K+].[K+]. The catalyst is C1(C)C=CC=CC=1.C1C=CC([P]([Pd]([P](C2C=CC=CC=2)(C2C=CC=CC=2)C2C=CC=CC=2)([P](C2C=CC=CC=2)(C2C=CC=CC=2)C2C=CC=CC=2)[P](C2C=CC=CC=2)(C2C=CC=CC=2)C2C=CC=CC=2)(C2C=CC=CC=2)C2C=CC=CC=2)=CC=1. The product is [N+:16]([C:15]1[C:11]([C:1]2[CH:6]=[CH:5][CH:4]=[CH:3][CH:2]=2)=[N:12][N:13]([C:19]2[CH:20]=[N:21][CH:22]=[CH:23][CH:24]=2)[CH:14]=1)([O-:18])=[O:17]. The yield is 0.800. (6) The reactants are [F:1][C:2]1[C:10]([CH3:11])=[CH:9][CH:8]=[CH:7][C:3]=1[C:4]([OH:6])=[O:5].S(=O)(=O)(O)O.[CH3:17]O. No catalyst specified. The product is [F:1][C:2]1[C:10]([CH3:11])=[CH:9][CH:8]=[CH:7][C:3]=1[C:4]([O:6][CH3:17])=[O:5]. The yield is 0.820. (7) The reactants are [CH:1]1([C:4](=[O:11])[CH2:5][C:6]([O:8][CH2:9][CH3:10])=[O:7])[CH2:3][CH2:2]1.[Br:12][C:13]1[CH:18]=[CH:17][C:16](O)=[CH:15][CH:14]=1.CC.[Cl].[Cl]. No catalyst specified. The product is [Br:12][C:13]1[CH:14]=[CH:15][C:16]2[O:11][C:4]([CH:1]3[CH2:3][CH2:2]3)=[C:5]([C:6]([O:8][CH2:9][CH3:10])=[O:7])[C:17]=2[CH:18]=1. The yield is 0.210.